This data is from Catalyst prediction with 721,799 reactions and 888 catalyst types from USPTO. The task is: Predict which catalyst facilitates the given reaction. (1) Reactant: [NH2:1][C:2]1[N:7]=[C:6]([C:8]([F:11])([F:10])[F:9])[C:5]([C:12]2[CH:17]=[C:16]([N:18]3[C@@H:22]([CH2:23][O:24][Si](C(C)(C)C)(C4C=CC=CC=4)C4C=CC=CC=4)[C@H:21]([C:42]4[CH:47]=[CH:46][C:45]([O:48][CH3:49])=[CH:44][CH:43]=4)[O:20][C:19]3=[O:50])[N:15]=[C:14]([N:51]3[CH2:56][CH2:55][O:54][CH2:53][CH2:52]3)[N:13]=2)=[CH:4][N:3]=1.CCCC[N+](CCCC)(CCCC)CCCC.[F-]. Product: [NH2:1][C:2]1[N:7]=[C:6]([C:8]([F:11])([F:10])[F:9])[C:5]([C:12]2[CH:17]=[C:16]([N:18]3[C@@H:22]([CH2:23][OH:24])[C@H:21]([C:42]4[CH:43]=[CH:44][C:45]([O:48][CH3:49])=[CH:46][CH:47]=4)[O:20][C:19]3=[O:50])[N:15]=[C:14]([N:51]3[CH2:52][CH2:53][O:54][CH2:55][CH2:56]3)[N:13]=2)=[CH:4][N:3]=1. The catalyst class is: 1. (2) Reactant: [NH2:1][C:2]1[N:7]=[CH:6][N:5]=[C:4]([O:8][C:9]2[CH:14]=[CH:13][C:12]([NH:15]C(=O)C)=[CH:11][C:10]=2[F:19])[CH:3]=1.Cl.C([O-])([O-])=O.[Na+].[Na+]. Product: [NH2:15][C:12]1[CH:13]=[CH:14][C:9]([O:8][C:4]2[N:5]=[CH:6][N:7]=[C:2]([NH2:1])[CH:3]=2)=[C:10]([F:19])[CH:11]=1. The catalyst class is: 5. (3) Reactant: [C:1]1([N:7]2[CH2:12][CH2:11][N:10]([S:13](/[CH:16]=[CH:17]/[C:18]3[CH:23]=[CH:22][CH:21]=[CH:20][CH:19]=3)(=[O:15])=[O:14])[CH2:9][CH2:8]2)[CH:6]=[CH:5][CH:4]=[CH:3][CH:2]=1.[NH2:24][OH:25]. Product: [OH:25][NH:24][CH:17]([C:18]1[CH:19]=[CH:20][CH:21]=[CH:22][CH:23]=1)[CH2:16][S:13]([N:10]1[CH2:9][CH2:8][N:7]([C:1]2[CH:6]=[CH:5][CH:4]=[CH:3][CH:2]=2)[CH2:12][CH2:11]1)(=[O:15])=[O:14]. The catalyst class is: 1. (4) Reactant: [H-].[Na+].C(OP([CH2:11][C:12]([O:14][CH2:15][CH3:16])=[O:13])(OCC)=O)C.[F:17][C:18]1[CH:23]=[CH:22][C:21]([F:24])=[CH:20][C:19]=1[C@H:25]1[CH2:29][CH2:28][CH2:27][N:26]1[C:30]1[CH:35]=[CH:34][N:33]2[N:36]=[CH:37][C:38]([CH:39]=O)=[C:32]2[N:31]=1. Product: [CH2:15]([O:14][C:12](=[O:13])/[CH:11]=[CH:39]/[C:38]1[CH:37]=[N:36][N:33]2[CH:34]=[CH:35][C:30]([N:26]3[CH2:27][CH2:28][CH2:29][C@@H:25]3[C:19]3[CH:20]=[C:21]([F:24])[CH:22]=[CH:23][C:18]=3[F:17])=[N:31][C:32]=12)[CH3:16]. The catalyst class is: 1. (5) Reactant: C(=O)([O-])[O-].[K+].[K+].F[C:8]1[CH:15]=[CH:14][C:11]([C:12]#[N:13])=[CH:10][CH:9]=1.[C:16]1([C@H:26]([N:28]([CH2:36][C@@H:37]2[C@@H:41]([C:42]3[CH:47]=[CH:46][CH:45]=[CH:44][CH:43]=3)[CH2:40][NH:39][CH2:38]2)[C:29](=[O:35])[O:30][C:31]([CH3:34])([CH3:33])[CH3:32])[CH3:27])[C:25]2[C:20](=[CH:21][CH:22]=[CH:23][CH:24]=2)[CH:19]=[CH:18][CH:17]=1.CS(C)=O. Product: [C:12]([C:11]1[CH:14]=[CH:15][C:8]([N:39]2[CH2:40][C@H:41]([C:42]3[CH:47]=[CH:46][CH:45]=[CH:44][CH:43]=3)[C@@H:37]([CH2:36][N:28]([C@@H:26]([C:16]3[C:25]4[C:20](=[CH:21][CH:22]=[CH:23][CH:24]=4)[CH:19]=[CH:18][CH:17]=3)[CH3:27])[C:29](=[O:35])[O:30][C:31]([CH3:34])([CH3:33])[CH3:32])[CH2:38]2)=[CH:9][CH:10]=1)#[N:13]. The catalyst class is: 13. (6) Reactant: C(N(CC)CC)C.[CH:8]([C:11]1[CH:16]=[CH:15][CH:14]=[C:13]([CH:17]([CH3:19])[CH3:18])[C:12]=1[NH2:20])([CH3:10])[CH3:9].[Cl:21][CH2:22][C:23](Cl)=[O:24]. Product: [Cl:21][CH2:22][C:23]([NH:20][C:12]1[C:11]([CH:8]([CH3:10])[CH3:9])=[CH:16][CH:15]=[CH:14][C:13]=1[CH:17]([CH3:19])[CH3:18])=[O:24]. The catalyst class is: 4. (7) Reactant: [Si:1]([O:8][C:9]1[CH:10]=[C:11]([C:17]([C:19]2[CH:24]=[C:23]([O:25][CH3:26])[CH:22]=[C:21]([O:27][CH3:28])[CH:20]=2)=O)[CH:12]=[CH:13][C:14]=1[O:15][CH3:16])([C:4]([CH3:7])([CH3:6])[CH3:5])([CH3:3])[CH3:2].C(OP([CH2:37][C:38]#[N:39])(=O)OCC)C.C[Si]([N-][Si](C)(C)C)(C)C.[Li+].O1C2C=CC(C(C3C=C(OC)C=C(OC)C=3)=CC#N)=CC=2OCC1. The catalyst class is: 1. Product: [C:4]([Si:1]([CH3:2])([CH3:3])[O:8][C:9]1[CH:10]=[C:11]([C:17]([C:19]2[CH:20]=[C:21]([O:27][CH3:28])[CH:22]=[C:23]([O:25][CH3:26])[CH:24]=2)=[CH:37][C:38]#[N:39])[CH:12]=[CH:13][C:14]=1[O:15][CH3:16])([CH3:6])([CH3:5])[CH3:7]. (8) Reactant: [CH3:1][O:2][C:3]1[CH:12]=[CH:11][CH:10]=[C:9]2[C:4]=1[CH2:5][CH2:6][C:7](=O)[CH2:8]2.[CH3:14][NH:15][CH3:16].CC(O)=O.[BH-](OC(C)=O)(OC(C)=O)OC(C)=O.[Na+].C([O-])(O)=O.[Na+]. Product: [CH3:1][O:2][C:3]1[CH:12]=[CH:11][CH:10]=[C:9]2[C:4]=1[CH2:5][CH2:6][CH:7]([N:15]([CH3:16])[CH3:14])[CH2:8]2. The catalyst class is: 34. (9) Reactant: [OH-].[Li+].[Br:3][C:4]1[CH:5]=[CH:6][C:7]([O:22][CH2:23][C:24]2[CH:29]=[CH:28][CH:27]=[C:26]([C:30]#[N:31])[CH:25]=2)=[C:8]([CH:21]=1)[C:9]([O:11]CC1C=CC=C(C#N)C=1)=[O:10]. Product: [Br:3][C:4]1[CH:5]=[CH:6][C:7]([O:22][CH2:23][C:24]2[CH:29]=[CH:28][CH:27]=[C:26]([C:30]#[N:31])[CH:25]=2)=[C:8]([CH:21]=1)[C:9]([OH:11])=[O:10]. The catalyst class is: 90.